From a dataset of Forward reaction prediction with 1.9M reactions from USPTO patents (1976-2016). Predict the product of the given reaction. (1) The product is: [F:18][C:15]1[CH:16]=[CH:17][C:12]([C:7]2[C:6]([C:4]([OH:3])=[O:5])=[C:10](/[CH:11]=[CH:19]/[C:20]3[CH:25]=[CH:24][CH:23]=[CH:22][CH:21]=3)[O:9][N:8]=2)=[N:13][CH:14]=1. Given the reactants C([O:3][C:4]([C:6]1[C:7]([C:12]2[CH:17]=[CH:16][C:15]([F:18])=[CH:14][N:13]=2)=[N:8][O:9][C:10]=1[CH3:11])=[O:5])C.[CH:19](=O)[C:20]1[CH:25]=[CH:24][CH:23]=[CH:22][CH:21]=1.CC[O-].[Na+].Cl, predict the reaction product. (2) Given the reactants [F:1][C:2]1([F:17])[CH2:7][CH2:6][C:5]([C:9]2[CH:10]=[N:11][N:12]([CH2:14][O:15][CH3:16])[CH:13]=2)(O)[CH2:4][CH2:3]1.C1(C)C=CC(S(O)(=O)=O)=CC=1, predict the reaction product. The product is: [F:17][C:2]1([F:1])[CH2:7][CH2:6][C:5]([C:9]2[CH:10]=[N:11][N:12]([CH2:14][O:15][CH3:16])[CH:13]=2)=[CH:4][CH2:3]1. (3) Given the reactants C([Li])CCC.[C:6]([O:10][C:11](=[O:40])[N:12]([CH:27]1[CH2:32][CH2:31][N:30]([CH2:33][C:34]2[CH:39]=[CH:38][CH:37]=[CH:36][CH:35]=2)[CH2:29][CH2:28]1)[CH2:13][C:14]1[N:15]=[CH:16][N:17]([CH2:19][O:20][CH2:21][CH2:22][Si:23]([CH3:26])([CH3:25])[CH3:24])[CH:18]=1)([CH3:9])([CH3:8])[CH3:7].CN([CH:44]=[O:45])C.[Cl-].[NH4+], predict the reaction product. The product is: [C:6]([O:10][C:11](=[O:40])[N:12]([CH:27]1[CH2:28][CH2:29][N:30]([CH2:33][C:34]2[CH:35]=[CH:36][CH:37]=[CH:38][CH:39]=2)[CH2:31][CH2:32]1)[CH2:13][C:14]1[N:15]=[C:16]([CH:44]=[O:45])[N:17]([CH2:19][O:20][CH2:21][CH2:22][Si:23]([CH3:26])([CH3:25])[CH3:24])[CH:18]=1)([CH3:9])([CH3:7])[CH3:8]. (4) Given the reactants [C:1](=O)([OH:3])[O-:2].[Na+:5].[C:6]([OH:18])(=[O:17])[CH2:7][C:8]([CH2:13][C:14]([OH:16])=[O:15])([C:10]([OH:12])=[O:11])[OH:9], predict the reaction product. The product is: [C:6]([O-:18])(=[O:17])[CH2:7][C:8]([CH2:13][C:14]([O-:16])=[O:15])([C:10]([O-:12])=[O:11])[OH:9].[Na+:5].[Na+:5].[Na+:5].[C:1](=[O:3])=[O:2]. (5) Given the reactants CCN(C(C)C)C(C)C.CCN=C=NCCCN(C)C.[CH:21]1[CH:22]=[CH:23][C:24]2[N:29](O)N=N[C:25]=2[CH:26]=1.[Cl:31][C:32]1[CH:36]=[CH:35][NH:34][C:33]=1[C:37]([OH:39])=O.NC1C=C2C([CH:45]=[CH:46][N:47]2[CH2:50][C:51]([O:53][C:54]([CH3:57])([CH3:56])[CH3:55])=[O:52])=CC=1, predict the reaction product. The product is: [Cl:31][C:32]1[CH:36]=[CH:35][NH:34][C:33]=1[C:37]([NH:29][C:24]1[CH:25]=[C:26]2[C:21](=[CH:22][CH:23]=1)[N:47]([CH2:50][C:51]([O:53][C:54]([CH3:57])([CH3:56])[CH3:55])=[O:52])[CH:46]=[CH:45]2)=[O:39]. (6) Given the reactants [Si]([O:8][CH2:9][CH2:10][CH2:11][O:12][C:13]1[CH:44]=[C:43]([F:45])[C:16]([CH2:17][S:18][C:19]2[N:20]([C:36]3[CH:41]=[CH:40][C:39]([F:42])=[CH:38][CH:37]=3)[C:21]([C:24]([C:27]3[CH:32]=[CH:31][C:30]([F:33])=[C:29]([O:34][CH3:35])[CH:28]=3)([CH3:26])[CH3:25])=[CH:22][N:23]=2)=[C:15]([Cl:46])[CH:14]=1)(C(C)(C)C)(C)C.CCCC[N+](CCCC)(CCCC)CCCC.[F-], predict the reaction product. The product is: [Cl:46][C:15]1[CH:14]=[C:13]([CH:44]=[C:43]([F:45])[C:16]=1[CH2:17][S:18][C:19]1[N:20]([C:36]2[CH:37]=[CH:38][C:39]([F:42])=[CH:40][CH:41]=2)[C:21]([C:24]([C:27]2[CH:32]=[CH:31][C:30]([F:33])=[C:29]([O:34][CH3:35])[CH:28]=2)([CH3:26])[CH3:25])=[CH:22][N:23]=1)[O:12][CH2:11][CH2:10][CH2:9][OH:8]. (7) The product is: [OH:7][NH:6][C:33](=[O:34])[C@H:15]([CH2:16][C:17]1[CH:22]=[CH:21][C:20]([C:23]2[C:28]([O:29][CH3:30])=[CH:27][CH:26]=[CH:25][C:24]=2[O:31][CH3:32])=[CH:19][CH:18]=1)[NH:14][C:12](=[O:13])[C:11]1[C:10]([Cl:9])=[CH:39][CH:38]=[CH:37][C:36]=1[Cl:40]. Given the reactants C([O-])(O)=O.[Na+].[NH2:6][OH:7].Cl.[Cl:9][C:10]1[CH:39]=[CH:38][CH:37]=[C:36]([Cl:40])[C:11]=1[C:12]([NH:14][C@H:15]([C:33](Cl)=[O:34])[CH2:16][C:17]1[CH:22]=[CH:21][C:20]([C:23]2[C:28]([O:29][CH3:30])=[CH:27][CH:26]=[CH:25][C:24]=2[O:31][CH3:32])=[CH:19][CH:18]=1)=[O:13], predict the reaction product. (8) Given the reactants [Cl:1][C:2]1[CH:7]=[CH:6][C:5]([CH:8]([C:13]2[C:21]3[C:16](=[C:17]([CH2:22][S:23][CH3:24])[CH:18]=[CH:19][CH:20]=3)[NH:15][CH:14]=2)[CH2:9][CH2:10][C:11]#[N:12])=[C:4]([F:25])[CH:3]=1.ClCCl.ClC1C=CC=C(C(OO)=[O:37])C=1, predict the reaction product. The product is: [Cl:1][C:2]1[CH:7]=[CH:6][C:5]([CH:8]([C:13]2[C:21]3[C:16](=[C:17]([CH2:22][S:23]([CH3:24])=[O:37])[CH:18]=[CH:19][CH:20]=3)[NH:15][CH:14]=2)[CH2:9][CH2:10][C:11]#[N:12])=[C:4]([F:25])[CH:3]=1.